This data is from Full USPTO retrosynthesis dataset with 1.9M reactions from patents (1976-2016). The task is: Predict the reactants needed to synthesize the given product. Given the product [CH2:31]([O:30][C:28]([C:27]1[N:23]=[C:20]2[CH:19]=[CH:18][C:17]([CH2:16][C:10]3[C:9]([F:24])=[C:8]([C:4]4[CH:5]=[CH:6][CH:7]=[C:2]([Cl:1])[CH:3]=4)[C:13]([O:14][CH3:15])=[CH:12][CH:11]=3)=[CH:22][N:21]2[CH:26]=1)=[O:29])[CH3:32], predict the reactants needed to synthesize it. The reactants are: [Cl:1][C:2]1[CH:3]=[C:4]([C:8]2[C:13]([O:14][CH3:15])=[CH:12][CH:11]=[C:10]([CH2:16][C:17]3[CH:18]=[CH:19][C:20]([NH2:23])=[N:21][CH:22]=3)[C:9]=2[F:24])[CH:5]=[CH:6][CH:7]=1.Br[CH2:26][C:27](=O)[C:28]([O:30][CH2:31][CH3:32])=[O:29].C([O-])(O)=O.[Na+].